This data is from Forward reaction prediction with 1.9M reactions from USPTO patents (1976-2016). The task is: Predict the product of the given reaction. (1) Given the reactants [C:1]([C:3]1[CH:8]=[C:7]([CH3:9])[N:6]=[C:5]([CH3:10])[CH:4]=1)#[N:2].ClC1C=CC=C(C(OO)=[O:19])C=1, predict the reaction product. The product is: [C:1]([C:3]1[CH:8]=[C:7]([CH3:9])[N+:6]([O-:19])=[C:5]([CH3:10])[CH:4]=1)#[N:2]. (2) The product is: [CH3:1][C@@H:2]1[CH2:7][CH2:6][CH2:5][CH2:4][C@@H:3]1[NH:8][C:9]1[C:10]2[N:11]([CH:17]=[CH:18][CH:19]=2)[N:12]=[CH:13][C:14]=1[C:15]([NH2:16])=[O:21]. Given the reactants [CH3:1][C@@H:2]1[CH2:7][CH2:6][CH2:5][CH2:4][C@@H:3]1[NH:8][C:9]1[C:10]2[N:11]([CH:17]=[CH:18][CH:19]=2)[N:12]=[CH:13][C:14]=1[C:15]#[N:16].[NH4+].[OH-:21].OO, predict the reaction product. (3) Given the reactants COC(=O)C.C[O:7][C:8](=[O:20])[CH2:9][C:10]1[C:18]2[C:13](=[N:14][CH:15]=[CH:16][CH:17]=2)[NH:12][C:11]=1[CH3:19].CCN(P1(N(C)CCCN1C)=NC(C)(C)C)CC.Br[CH2:40][C:41]1[CH:46]=[CH:45][C:44]([S:47]([CH3:50])(=[O:49])=[O:48])=[C:43]([C:51]([F:54])([F:53])[F:52])[CH:42]=1, predict the reaction product. The product is: [CH3:50][S:47]([C:44]1[CH:45]=[CH:46][C:41]([CH2:40][N:12]2[C:13]3=[N:14][CH:15]=[CH:16][CH:17]=[C:18]3[C:10]([CH2:9][C:8]([OH:7])=[O:20])=[C:11]2[CH3:19])=[CH:42][C:43]=1[C:51]([F:52])([F:54])[F:53])(=[O:49])=[O:48]. (4) Given the reactants [Cl:1][C:2]1[CH:3]=[CH:4][C:5]([O:22][CH2:23][C:24]2[CH:29]=[CH:28][C:27]([F:30])=[CH:26][C:25]=2[F:31])=[C:6]([C:8]2[CH2:12][CH2:11][CH2:10][C:9]=2[C:13]2[N:18]=[C:17]([C:19](O)=[O:20])[CH:16]=[CH:15][CH:14]=2)[CH:7]=1.[C:32]1([S:38]([NH2:41])(=[O:40])=[O:39])[CH:37]=[CH:36][CH:35]=[CH:34][CH:33]=1.Cl.CN(C)CCCN=C=NCC.ClCCl.O1CCCC1, predict the reaction product. The product is: [Cl:1][C:2]1[CH:3]=[CH:4][C:5]([O:22][CH2:23][C:24]2[CH:29]=[CH:28][C:27]([F:30])=[CH:26][C:25]=2[F:31])=[C:6]([C:8]2[CH2:12][CH2:11][CH2:10][C:9]=2[C:13]2[N:18]=[C:17]([C:19]([NH:41][S:38]([C:32]3[CH:37]=[CH:36][CH:35]=[CH:34][CH:33]=3)(=[O:40])=[O:39])=[O:20])[CH:16]=[CH:15][CH:14]=2)[CH:7]=1. (5) Given the reactants [C:1]1([CH2:7][CH2:8][NH:9][C:10]2[N:18]=[C:17]3[C:13]([N:14]=[C:15](Br)[N:16]3[CH2:19][CH3:20])=[C:12]([NH2:22])[N:11]=2)[CH:6]=[CH:5][CH:4]=[CH:3][CH:2]=1.C([Sn]([C:36]1[O:37][CH:38]=[CH:39][CH:40]=1)(CCCC)CCCC)CCC, predict the reaction product. The product is: [C:1]1([CH2:7][CH2:8][NH:9][C:10]2[N:18]=[C:17]3[C:13]([N:14]=[C:15]([C:36]4[O:37][CH:38]=[CH:39][CH:40]=4)[N:16]3[CH2:19][CH3:20])=[C:12]([NH2:22])[N:11]=2)[CH:6]=[CH:5][CH:4]=[CH:3][CH:2]=1. (6) Given the reactants [I:1]([O-])(=O)=O.[K+].[C:6]([N:14]1[C:26]2[CH:25]=[CH:24][CH:23]=[CH:22][C:21]=2[C:20]2[C:15]1=[CH:16][CH:17]=[CH:18][CH:19]=2)(=[O:13])[C:7]1[CH:12]=[CH:11][CH:10]=[CH:9][CH:8]=1.[I-:27].[K+], predict the reaction product. The product is: [I:27][C:18]1[CH:17]=[CH:16][C:15]2[N:14]([C:6](=[O:13])[C:7]3[CH:12]=[CH:11][CH:10]=[CH:9][CH:8]=3)[C:26]3[C:21]([C:20]=2[CH:19]=1)=[CH:22][C:23]([I:1])=[CH:24][CH:25]=3. (7) Given the reactants [F:1][C:2]([F:8])([F:7])[CH2:3][C:4](Cl)=[O:5].[CH3:9][O:10][C:11]1[C:19]2[N:18]=[C:17]([CH2:20][CH2:21][CH2:22][N:23]([CH3:42])[CH2:24][CH2:25][C:26]3([OH:41])[CH2:32][CH:31]4[C:33]([C:35]5[CH:40]=[CH:39][CH:38]=[CH:37][CH:36]=5)=[CH:34][CH:27]3[CH2:28][CH2:29][CH2:30]4)[NH:16][C:15]=2[CH:14]=[CH:13][CH:12]=1, predict the reaction product. The product is: [CH3:9][O:10][C:11]1[C:19]2[N:18]=[C:17]([CH2:20][CH2:21][CH2:22][N:23]([CH3:42])[CH2:24][CH2:25][C@:26]3([O:41][C:4](=[O:5])[CH2:3][C:2]([F:8])([F:7])[F:1])[CH2:32][C@@H:31]4[C:33]([C:35]5[CH:36]=[CH:37][CH:38]=[CH:39][CH:40]=5)=[CH:34][C@H:27]3[CH2:28][CH2:29][CH2:30]4)[NH:16][C:15]=2[CH:14]=[CH:13][CH:12]=1. (8) Given the reactants N[C@H]1CN(C(OCC2C=CC=CC=2)=O)[C@H](C(OC)=O)C1.C(=O)(O)[O-].[Na+].C([Cl:34])(=O)C1C=CC=CC=1.[C:35]([NH:43][C@H:44]1[CH2:48][N:47](C(OCC2C=CC=CC=2)=O)[C@H:46]([C:59]([O:61][CH3:62])=[O:60])[CH2:45]1)(=[O:42])[C:36]1[CH:41]=[CH:40][CH:39]=[CH:38][CH:37]=1, predict the reaction product. The product is: [ClH:34].[C:35]([NH:43][C@H:44]1[CH2:48][NH:47][C@H:46]([C:59]([O:61][CH3:62])=[O:60])[CH2:45]1)(=[O:42])[C:36]1[CH:37]=[CH:38][CH:39]=[CH:40][CH:41]=1. (9) The product is: [CH3:13][CH2:12][C@H:11]([C@H:10]([CH2:9][N:8]([CH3:23])[CH3:7])[CH3:22])[C:15]1[CH:20]=[CH:19][CH:18]=[C:17]([OH:21])[CH:16]=1.[ClH:44]. Given the reactants CC1CCCO1.[CH3:7][N:8]([CH3:23])[CH2:9][C@H:10]([CH3:22])[C@:11]([C:15]1[CH:20]=[CH:19][CH:18]=[C:17]([OH:21])[CH:16]=1)(O)[CH2:12][CH3:13].FC(F)(F)C(OC(=O)C(F)(F)F)=O.[H][H].N.CC(O)C.[ClH:44], predict the reaction product. (10) Given the reactants [C:1]1([C:7]2[N:8]=[CH:9][N:10]([C:12]([C:25]3[CH:30]=[CH:29][CH:28]=[CH:27][CH:26]=3)([C:19]3[CH:24]=[CH:23][CH:22]=[CH:21][CH:20]=3)[C:13]3[CH:18]=[CH:17][CH:16]=[CH:15][CH:14]=3)[CH:11]=2)[CH:6]=[CH:5][CH:4]=[CH:3][CH:2]=1.[Li]CCCC.[CH2:36]([C:38]1[CH:39]=[C:40]([N:47]2[CH2:52][CH2:51][O:50][CH2:49][CH2:48]2)[C:41]([F:46])=[C:42]([CH:45]=1)[CH:43]=[O:44])[CH3:37], predict the reaction product. The product is: [CH2:36]([C:38]1[CH:39]=[C:40]([N:47]2[CH2:48][CH2:49][O:50][CH2:51][CH2:52]2)[C:41]([F:46])=[C:42]([CH:43]([C:9]2[N:10]([C:12]([C:25]3[CH:26]=[CH:27][CH:28]=[CH:29][CH:30]=3)([C:13]3[CH:18]=[CH:17][CH:16]=[CH:15][CH:14]=3)[C:19]3[CH:20]=[CH:21][CH:22]=[CH:23][CH:24]=3)[CH:11]=[C:7]([C:1]3[CH:6]=[CH:5][CH:4]=[CH:3][CH:2]=3)[N:8]=2)[OH:44])[CH:45]=1)[CH3:37].